Task: Predict which catalyst facilitates the given reaction.. Dataset: Catalyst prediction with 721,799 reactions and 888 catalyst types from USPTO (1) Product: [C:28]([O:27][C:25]([N:6]([CH2:7][CH2:8][NH:9][S:10]([C:13]1[CH:18]=[CH:17][CH:16]=[CH:15][C:14]=1[N+:19]([O-:21])=[O:20])(=[O:11])=[O:12])[CH2:5][C:4]([OH:3])=[O:22])=[O:26])([CH3:31])([CH3:30])[CH3:29]. The catalyst class is: 30. Reactant: C([O:3][C:4](=[O:22])[CH2:5][NH:6][CH2:7][CH2:8][NH:9][S:10]([C:13]1[CH:18]=[CH:17][CH:16]=[CH:15][C:14]=1[N+:19]([O-:21])=[O:20])(=[O:12])=[O:11])C.[Li+].[OH-].[C:25](O[C:25]([O:27][C:28]([CH3:31])([CH3:30])[CH3:29])=[O:26])([O:27][C:28]([CH3:31])([CH3:30])[CH3:29])=[O:26]. (2) Reactant: [CH:1]1([C@H:4]2[C@H:13]([CH3:14])[C@H:12]([OH:15])[C:11]3[C:6](=[CH:7][CH:8]=[CH:9][CH:10]=3)[N:5]2[C:16](=[O:18])[CH3:17])[CH2:3][CH2:2]1.[C:19]1(O)[CH:24]=[CH:23][CH:22]=[CH:21][CH:20]=1.C1(P(C2C=CC=CC=2)C2C=CC=CC=2)C=CC=CC=1.CC(OC(/N=N/C(OC(C)C)=O)=O)C. Product: [CH:1]1([C@H:4]2[C@H:13]([CH3:14])[C@@H:12]([O:15][C:19]3[CH:24]=[CH:23][CH:22]=[CH:21][CH:20]=3)[C:11]3[C:6](=[CH:7][CH:8]=[CH:9][CH:10]=3)[N:5]2[C:16](=[O:18])[CH3:17])[CH2:2][CH2:3]1. The catalyst class is: 595. (3) Reactant: [N:1]([CH:4]([CH2:21][C:22]1[CH:27]=[CH:26][CH:25]=[CH:24][CH:23]=1)[CH:5]([OH:20])[CH2:6]OS(C1C=CC([N+]([O-])=O)=CC=1)(=O)=O)=[N+:2]=[N-:3].C(OCC)(=O)C.[OH-].[K+].O. Product: [N:1]([C@H:4]([C@H:5]1[CH2:6][O:20]1)[CH2:21][C:22]1[CH:27]=[CH:26][CH:25]=[CH:24][CH:23]=1)=[N+:2]=[N-:3]. The catalyst class is: 511. (4) Reactant: Cl[C:2]1[C:7]2[N:8]=[C:9]([CH2:15][OH:16])[N:10]([CH2:11][CH:12]([CH3:14])[CH3:13])[C:6]=2[C:5]([CH3:17])=[C:4]([CH3:18])[N:3]=1.[CH3:19][O:20][C:21]1[CH:28]=[CH:27][C:24]([CH2:25][NH2:26])=[CH:23][CH:22]=1.Cl.N1C=CC=CC=1.O. Product: [CH2:11]([N:10]1[C:6]2[C:5]([CH3:17])=[C:4]([CH3:18])[N:3]=[C:2]([NH:26][CH2:25][C:24]3[CH:27]=[CH:28][C:21]([O:20][CH3:19])=[CH:22][CH:23]=3)[C:7]=2[N:8]=[C:9]1[CH2:15][OH:16])[CH:12]([CH3:14])[CH3:13]. The catalyst class is: 836. (5) Reactant: C([Li])CCC.CC1(C)CCCC(C)(C)N1.[CH3:16][O:17][C:18]1[N:19]=[N:20][CH:21]=[CH:22][CH:23]=1.[CH2:24]([Sn:28]([CH2:34][CH2:35][CH2:36][CH3:37])([CH2:30][CH2:31][CH2:32][CH3:33])Cl)[CH2:25][CH2:26][CH3:27].[Cl-].[NH4+]. Product: [CH3:16][O:17][C:18]1[N:19]=[N:20][CH:21]=[CH:22][C:23]=1[Sn:28]([CH2:30][CH2:31][CH2:32][CH3:33])([CH2:34][CH2:35][CH2:36][CH3:37])[CH2:24][CH2:25][CH2:26][CH3:27]. The catalyst class is: 27. (6) Reactant: C1C=CC2N(O)N=NC=2C=1.CCN=C=NCCCN(C)C.[CH3:22][CH:23]([O:25][C:26]1[N:31]=[CH:30][C:29]([C:32]([OH:34])=O)=[CH:28][C:27]=1[C:35]([F:38])([F:37])[F:36])[CH3:24].[F:39][C:40]1[CH:48]=[CH:47][C:46](/[C:49](/[NH:52]O)=[N:50]/[H])=[C:45]2[C:41]=1[C:42]([CH2:54][CH2:55][C:56]([O:58][CH2:59][CH3:60])=[O:57])=[CH:43][NH:44]2.CCCC[N+](CCCC)(CCCC)CCCC.[F-]. Product: [F:39][C:40]1[CH:48]=[CH:47][C:46]([C:49]2[N:52]=[C:32]([C:29]3[CH:30]=[N:31][C:26]([O:25][CH:23]([CH3:22])[CH3:24])=[C:27]([C:35]([F:38])([F:37])[F:36])[CH:28]=3)[O:34][N:50]=2)=[C:45]2[C:41]=1[C:42]([CH2:54][CH2:55][C:56]([O:58][CH2:59][CH3:60])=[O:57])=[CH:43][NH:44]2. The catalyst class is: 1.